This data is from Catalyst prediction with 721,799 reactions and 888 catalyst types from USPTO. The task is: Predict which catalyst facilitates the given reaction. Reactant: [Cl:1][C:2]1[CH:7]=[CH:6][C:5]([CH2:8][CH2:9][CH2:10][NH:11][C:12]2[C:13]([NH2:20])=[CH:14][C:15]([CH3:19])=[C:16]([CH3:18])[CH:17]=2)=[CH:4][CH:3]=1.[NH:21]1[C:29](=[O:30])[C:27](=O)[C:25](=O)[NH:24][C:22]1=[O:23].B(O)(O)O. Product: [Cl:1][C:2]1[CH:7]=[CH:6][C:5]([CH2:8][CH2:9][CH2:10][N:11]2[C:25]3[C:27]([C:29](=[O:30])[NH:21][C:22](=[O:23])[N:24]=3)=[N:20][C:13]3[CH:14]=[C:15]([CH3:19])[C:16]([CH3:18])=[CH:17][C:12]2=3)=[CH:4][CH:3]=1. The catalyst class is: 52.